From a dataset of Reaction yield outcomes from USPTO patents with 853,638 reactions. Predict the reaction yield, written as a fraction of the theoretical maximum amount of product (1.0 means a 100% yield; for example, 0.34 means a 34% yield). The reactants are CC(C)([O-])C.[K+].[CH2:7]([OH:12])[C:8]([F:11])([F:10])[F:9].F[C:14]1[CH:19]=[CH:18][C:17]([S:20][C:21]([C:34]2[CH:39]=[CH:38][CH:37]=[CH:36][CH:35]=2)([C:28]2[CH:33]=[CH:32][CH:31]=[CH:30][CH:29]=2)[C:22]2[CH:27]=[CH:26][CH:25]=[CH:24][CH:23]=2)=[C:16]([C:40]([F:43])([F:42])[F:41])[CH:15]=1.[Cl-].[Na+]. The catalyst is O1CCCC1.CN1CCCC1=O.[Cl-].[Na+].O.O.C(OC)(C)(C)C. The product is [F:9][C:8]([F:11])([F:10])[CH2:7][O:12][C:14]1[CH:19]=[CH:18][C:17]([S:20][C:21]([C:22]2[CH:23]=[CH:24][CH:25]=[CH:26][CH:27]=2)([C:28]2[CH:33]=[CH:32][CH:31]=[CH:30][CH:29]=2)[C:34]2[CH:39]=[CH:38][CH:37]=[CH:36][CH:35]=2)=[C:16]([C:40]([F:43])([F:42])[F:41])[CH:15]=1. The yield is 0.950.